From a dataset of Full USPTO retrosynthesis dataset with 1.9M reactions from patents (1976-2016). Predict the reactants needed to synthesize the given product. Given the product [Br:1][C:2]1[CH:11]=[CH:10][C:9]([F:12])=[CH:8][C:3]=1[CH2:4][OH:5], predict the reactants needed to synthesize it. The reactants are: [Br:1][C:2]1[CH:11]=[CH:10][C:9]([F:12])=[CH:8][C:3]=1[C:4](OC)=[O:5].[BH4-].[Na+].CO.O.